This data is from Retrosynthesis with 50K atom-mapped reactions and 10 reaction types from USPTO. The task is: Predict the reactants needed to synthesize the given product. (1) Given the product COc1ccc(C2=NN(C3CCN(C(=O)[C@@H](Cc4ccccc4)NC(=O)c4c(C)[nH]c5c(-c6c(OCC7CC7)ccc7c6OCO7)ncnc45)CC3)C(=O)C(C)(C)C2)cc1OC, predict the reactants needed to synthesize it. The reactants are: COc1ccc(C2=NN(C3CCN(C(=O)[C@H](N)Cc4ccccc4)CC3)C(=O)C(C)(C)C2)cc1OC.Cc1[nH]c2c(-c3c(OCC4CC4)ccc4c3OCO4)ncnc2c1C(=O)O. (2) Given the product CC(C)(C)OC(=O)N1CCC(NCc2nn(-c3ccc(F)cc3)c3c2cc(-c2ccccc2)c2cnccc23)CC1, predict the reactants needed to synthesize it. The reactants are: CC(C)(C)OC(=O)N1CCC(N)CC1.O=Cc1nn(-c2ccc(F)cc2)c2c1cc(-c1ccccc1)c1cnccc12.